This data is from Full USPTO retrosynthesis dataset with 1.9M reactions from patents (1976-2016). The task is: Predict the reactants needed to synthesize the given product. (1) Given the product [CH2:27]([C:16]1[N:15]([CH2:35][CH2:34][CH2:33][C:32](=[O:31])[CH3:1])[C:14]2[C:5]3[N:6]=[CH:7][CH:8]=[CH:9][C:10]=3[N:11]=[CH:12][C:13]=2[N:17]=1)[CH2:28][CH2:29][CH3:30], predict the reactants needed to synthesize it. The reactants are: [CH3:1][Mg]I.N[C:5]1[C:14]2[N:15]=[C:16]([CH2:27][CH2:28][CH2:29][CH3:30])[N:17](CCCC(N(OC)C)=O)[C:13]=2[C:12]2[N:11]=[CH:10][CH:9]=[CH:8][C:7]=2[N:6]=1.[O:31]1[CH2:35][CH2:34][CH2:33][CH2:32]1. (2) The reactants are: C[O:2][C:3](=[O:13])[C:4]1[CH:9]=[CH:8][C:7]([NH2:10])=[C:6]([C:11]#[N:12])[CH:5]=1.O.[OH-].[Li+].Cl.O1CCCC1. Given the product [NH2:10][C:7]1[CH:8]=[CH:9][C:4]([C:3]([OH:13])=[O:2])=[CH:5][C:6]=1[C:11]#[N:12], predict the reactants needed to synthesize it. (3) Given the product [OH:40][CH2:39][C:38]([N:33]1[CH2:34][CH2:35][CH:30]([O:29][C:24]2[CH:23]=[CH:22][C:21]([C:20]3[CH:19]=[CH:18][N:17]=[C:16]4[NH:36][C:13]([C:10]5[CH:9]=[CH:8][C:7]([N:4]6[CH2:5][CH2:6][O:1][CH2:2][CH2:3]6)=[CH:12][CH:11]=5)=[N:14][C:15]=34)=[CH:28][C:25]=2[C:26]#[N:27])[CH2:31][CH2:32]1)=[O:37], predict the reactants needed to synthesize it. The reactants are: [O:1]1[CH2:6][CH2:5][N:4]([C:7]2[CH:12]=[CH:11][C:10]([C:13]3[NH:36][C:16]4=[N:17][CH:18]=[CH:19][C:20]([C:21]5[CH:22]=[CH:23][C:24]([O:29][CH:30]6[CH2:35][CH2:34][NH:33][CH2:32][CH2:31]6)=[C:25]([CH:28]=5)[C:26]#[N:27])=[C:15]4[N:14]=3)=[CH:9][CH:8]=2)[CH2:3][CH2:2]1.[OH:37][CH2:38][C:39](O)=[O:40].CN(C(ON1N=NC2C=CC=NC1=2)=[N+](C)C)C.F[P-](F)(F)(F)(F)F.CCN(C(C)C)C(C)C. (4) Given the product [NH2:25][C:4]1[CH:3]=[C:2]([CH3:1])[N:7]=[C:6]([CH2:8][O:9][C:10]2[CH:11]=[CH:12][C:13]([C:47]3[S:48][C:44]4[C:43](=[O:67])[N:42]=[CH:41][N:40]([CH2:26][C:27]5[CH:32]=[CH:31][C:30]([Cl:70])=[CH:29][CH:28]=5)[C:45]=4[CH:46]=3)=[CH:14][CH:15]=2)[N:5]=1, predict the reactants needed to synthesize it. The reactants are: [CH3:1][C:2]1[N:7]=[C:6]([CH2:8][O:9][C:10]2[CH:15]=[CH:14][C:13](B3OC(C)(C)C(C)(C)O3)=[CH:12][CH:11]=2)[N:5]=[C:4]([NH2:25])[CH:3]=1.[CH2:26](Br)[C:27]1[CH:32]=[CH:31][CH:30]=[CH:29][CH:28]=1.ClC1C=CC(C[N:40]2[C:45]3[CH:46]=[C:47](C4C=CC(COC5C=CC=C(C(F)(F)F)C=5)=CC=4)[S:48][C:44]=3[C:43](=[O:67])[N:42]=[CH:41]2)=CC=1.[Cl:70]C1C=CC(CN2C3C=C(C4C=CC(OCC5C=CC(Cl)=CC=5)=CC=4)SC=3C(=O)N=C2)=CC=1.ClC1C=CC(CN2C3C=C(C4C=CC(COC5C=CC=CC=5)=CC=4)SC=3C(=O)N=C2)=CC=1.ClC1C=CC(CN2C3C=C(C4C=CC(COC5C=CC(Cl)=C(C)C=5)=CC=4)SC=3C(=O)N=C2)=CC=1.ClC1C=CC(CN2C3C=C(C4C=CC(OCC5C=CC(OC)=CC=5)=CC=4)SC=3C(=O)N=C2)=CC=1.ClC1C=CC(CN2C3C=C(C4C=CC(OCC5C=CC(F)=CC=5)=CC=4)SC=3C(=O)N=C2)=CC=1.ClC1C=CC(CN2C3C=C(C4C=CC(OCC5C=CC=CC=5OC)=CC=4)SC=3C(=O)N=C2)=CC=1.ClC1C=CC(CN2C3C=C(C4C=CC(COC5C=C(C(F)(F)F)C=CC=5Cl)=CC=4)SC=3C(=O)N=C2)=CC=1.ClC1C=CC(CN2C3C=C(C4C=CC(OCC5C=CC=CN=5)=C(Cl)C=4)SC=3C(=O)N=C2)=CC=1.ClC1C=CC(CN2C3C=C(C4C=CC(OCC5C=NC=CN=5)=CC=4)SC=3C(=O)N=C2)=CC=1.ClC1C=CC(CN2C3C=C(C4C=CC=C(COCC5C=CC(F)=CC=5)C=4)SC=3C(=O)N=C2)=CC=1. (5) Given the product [F:11][C:12]1([F:17])[CH2:16][CH2:15][N:14]([C:2]2[N:3]=[CH:4][N:5]=[C:6]([N:8]3[C:38](=[O:39])[C:37]([N:43]4[CH:47]=[C:46]([C:48]#[N:49])[N:45]=[N:44]4)=[CH:36][NH:9]3)[CH:7]=2)[CH2:13]1, predict the reactants needed to synthesize it. The reactants are: Cl[C:2]1[CH:7]=[C:6]([NH:8][NH2:9])[N:5]=[CH:4][N:3]=1.Cl.[F:11][C:12]1([F:17])[CH2:16][CH2:15][NH:14][CH2:13]1.C(N(C(C)C)C(C)C)C.FC(F)(F)C(O)=O.CN(C)[CH:36]=[C:37]([N:43]1[CH:47]=[C:46]([C:48]#[N:49])[N:45]=[N:44]1)[C:38](OCC)=[O:39]. (6) Given the product [C:35]([O:38][C:39]([NH:2][CH2:1][C:3]1[CH:4]=[C:5]2[C:11]3([CH2:16][CH2:15][N:14]([C:17]([O:19][C:20]([CH3:23])([CH3:22])[CH3:21])=[O:18])[CH2:13][CH2:12]3)[CH2:10][N:9]([C:24]3[C:25]4[C@H:32]([CH3:33])[CH2:31][CH2:30][C:26]=4[N:27]=[CH:28][N:29]=3)[C:6]2=[CH:7][CH:8]=1)=[O:40])([CH3:37])([CH3:36])[CH3:34], predict the reactants needed to synthesize it. The reactants are: [C:1]([C:3]1[CH:4]=[C:5]2[C:11]3([CH2:16][CH2:15][N:14]([C:17]([O:19][C:20]([CH3:23])([CH3:22])[CH3:21])=[O:18])[CH2:13][CH2:12]3)[CH2:10][N:9]([C:24]3[C:25]4[C@H:32]([CH3:33])[CH2:31][CH2:30][C:26]=4[N:27]=[CH:28][N:29]=3)[C:6]2=[CH:7][CH:8]=1)#[N:2].[CH3:34][C:35]([O:38][C:39](O[C:39]([O:38][C:35]([CH3:37])([CH3:36])[CH3:34])=[O:40])=[O:40])([CH3:37])[CH3:36]. (7) Given the product [F:36][C:31]1[C:28]([CH:29]=[O:30])=[C:27]([C:9]2[CH:18]=[C:17]3[C:12]([CH:13]=[C:14]([NH:19][C:20]([CH:22]4[CH2:23][CH2:24]4)=[O:21])[N:15]=[CH:16]3)=[CH:11][CH:10]=2)[C:34]([CH3:35])=[CH:33][CH:32]=1, predict the reactants needed to synthesize it. The reactants are: CC1(C)C(C)(C)OB([C:9]2[CH:18]=[C:17]3[C:12]([CH:13]=[C:14]([NH:19][C:20]([CH:22]4[CH2:24][CH2:23]4)=[O:21])[N:15]=[CH:16]3)=[CH:11][CH:10]=2)O1.Br[C:27]1[C:34]([CH3:35])=[CH:33][CH:32]=[C:31]([F:36])[C:28]=1[CH:29]=[O:30].C(=O)([O-])[O-].[Na+].[Na+]. (8) Given the product [CH3:1][C:2]1[C:7]([CH3:8])=[CH:6][CH:5]=[CH:4][C:3]=1[N:9]1[CH2:10][CH2:11][N:12]([CH2:15][CH2:16][NH:17][CH2:34][C:26]2[CH:27]=[C:28]([C:29]3[O:30][CH:31]=[CH:32][CH:33]=3)[N:24]([C:18]3[CH:23]=[CH:22][CH:21]=[CH:20][CH:19]=3)[N:25]=2)[CH2:13][CH2:14]1, predict the reactants needed to synthesize it. The reactants are: [CH3:1][C:2]1[C:7]([CH3:8])=[CH:6][CH:5]=[CH:4][C:3]=1[N:9]1[CH2:14][CH2:13][N:12]([CH2:15][CH2:16][NH2:17])[CH2:11][CH2:10]1.[C:18]1([N:24]2[C:28]([C:29]3[O:30][CH:31]=[CH:32][CH:33]=3)=[CH:27][C:26]([CH:34]=O)=[N:25]2)[CH:23]=[CH:22][CH:21]=[CH:20][CH:19]=1. (9) The reactants are: Cl[C:2]1[N:7]=[N:6][C:5]([NH:8][CH2:9][C:10]([C:13]2[CH:18]=[CH:17][C:16]([F:19])=[CH:15][CH:14]=2)([CH3:12])[CH3:11])=[CH:4][CH:3]=1.C([O-])([O-])=O.[K+].[K+].[C:26]([C:28]1[CH:29]=[C:30](B(O)O)[CH:31]=[CH:32][C:33]=1[F:34])#[N:27]. Given the product [F:34][C:33]1[CH:32]=[CH:31][C:30]([C:2]2[N:7]=[N:6][C:5]([NH:8][CH2:9][C:10]([C:13]3[CH:18]=[CH:17][C:16]([F:19])=[CH:15][CH:14]=3)([CH3:12])[CH3:11])=[CH:4][CH:3]=2)=[CH:29][C:28]=1[C:26]#[N:27], predict the reactants needed to synthesize it.